Dataset: Full USPTO retrosynthesis dataset with 1.9M reactions from patents (1976-2016). Task: Predict the reactants needed to synthesize the given product. Given the product [N:18]([CH2:2][C:3]1[CH:4]=[C:5]([N:12]([CH3:17])[S:13]([CH3:16])(=[O:15])=[O:14])[CH:6]=[C:7]([C:9]([CH3:11])=[CH2:10])[CH:8]=1)=[N+:19]=[N-:20], predict the reactants needed to synthesize it. The reactants are: Cl[CH2:2][C:3]1[CH:4]=[C:5]([N:12]([CH3:17])[S:13]([CH3:16])(=[O:15])=[O:14])[CH:6]=[C:7]([C:9]([CH3:11])=[CH2:10])[CH:8]=1.[N-:18]=[N+:19]=[N-:20].[Na+].O.CCOC(C)=O.